This data is from Experimentally validated miRNA-target interactions with 360,000+ pairs, plus equal number of negative samples. The task is: Binary Classification. Given a miRNA mature sequence and a target amino acid sequence, predict their likelihood of interaction. (1) The miRNA is hsa-miR-3912-5p with sequence AUGUCCAUAUUAUGGGUUAGU. The protein sequence of the target gene is MELAHSLLLNEEASNQLGAVQKAEFIFEWLRYLEKLLLATNREDVREKQKTLVGQLLSLLNSSPGPPTRKLLAQDLAILYSVGDTVSVYETIDKCNDLIRSKDDSPSYLPTKLAAVVCLGSLYKKLGRILANGFTDTVVNILKAMKSAESQGRYEIMLSLQSILTGLGAAAAPCHRDVYKAARSCLTDRSMAVRCAAAKCLLELQNEAIFMWSTDVDSVATLCFKSFEGSNYDVRISVSKLLGTVLAKAVTAKHPGAGSKQSARRVSLEEVLELLGAGFLRGSSGFLRASGDMLKGNSSV.... Result: 0 (no interaction). (2) The miRNA is hsa-miR-519b-3p with sequence AAAGUGCAUCCUUUUAGAGGUU. The protein sequence of the target gene is MSKQQPTQFINPETPGYVGFANLPNQVHRKSVKKGFEFTLMVVGESGLGKSTLINSLFLTDLYPERVIPGAAEKIERTVQIEASTVEIEERGVKLRLTVVDTPGYGDAINCRDCFKTIISYIDEQFERYLHDESGLNRRHIIDNRVHCCFYFISPFGHGLKPLDVAFMKAIHNKVNIVPVIAKADTLTLKERERLKKRILDEIEEHNIKIYHLPDAESDEDEDFKEQTRLLKASIPFSVVGSNQLIEAKGKKVRGRLYPWGVVEVENPEHNDFLKLRTMLITHMQDLQEVTQDLHYENFR.... Result: 1 (interaction). (3) Result: 0 (no interaction). The protein sequence of the target gene is MILQRLFRFSSVIRSAVSVHLRRNIGVTAVAFNKELDPIQKLFVDKIREYKSKRQTSGGPVDASSEYQQELERELFKLKQMFGNADMNTFPTFKFEDPKFEVIEKPQA. The miRNA is cel-miR-796 with sequence UGGAAUGUAGUUGAGGUUAGUAA.